The task is: Predict the reaction yield, written as a fraction of the theoretical maximum amount of product (1.0 means a 100% yield; for example, 0.34 means a 34% yield).. This data is from Reaction yield outcomes from USPTO patents with 853,638 reactions. The reactants are [Cl:1][C:2]1[CH:3]=[C:4]([CH:9]([C:22]([F:25])([F:24])[F:23])/[CH:10]=[CH:11]/[C:12]2[CH:20]=[CH:19][C:15]([C:16]([OH:18])=O)=[C:14]([CH3:21])[CH:13]=2)[CH:5]=[C:6]([Cl:8])[CH:7]=1.[F:26][C:27]([F:31])([F:30])[CH2:28][NH2:29].O.ON1C2C=CC=CC=2N=N1.Cl.CN(C)CCCN=C=NCC.C(N(CC)C(C)C)(C)C. The catalyst is CN(C=O)C.O. The product is [Cl:8][C:6]1[CH:5]=[C:4]([CH:9]([C:22]([F:25])([F:24])[F:23])/[CH:10]=[CH:11]/[C:12]2[CH:20]=[CH:19][C:15]([C:16]([NH:29][CH2:28][C:27]([F:31])([F:30])[F:26])=[O:18])=[C:14]([CH3:21])[CH:13]=2)[CH:3]=[C:2]([Cl:1])[CH:7]=1. The yield is 0.500.